From a dataset of TCR-epitope binding with 47,182 pairs between 192 epitopes and 23,139 TCRs. Binary Classification. Given a T-cell receptor sequence (or CDR3 region) and an epitope sequence, predict whether binding occurs between them. The epitope is VLQAVGACV. The TCR CDR3 sequence is CASSLDPLDNEQFF. Result: 1 (the TCR binds to the epitope).